From a dataset of Full USPTO retrosynthesis dataset with 1.9M reactions from patents (1976-2016). Predict the reactants needed to synthesize the given product. Given the product [CH2:1]([C:5]1[CH:6]2[CH2:11][CH:9]([CH:10]=1)[CH2:8][CH2:7]2)[CH2:2][CH2:3][CH3:4].[C:12]([O:16][CH3:17])(=[O:15])[CH:13]=[CH2:14], predict the reactants needed to synthesize it. The reactants are: [CH2:1]([C:5]1[CH:6]2[CH2:11][CH:9]([CH:10]=1)[CH2:8][CH2:7]2)[CH2:2][CH2:3][CH3:4].[C:12]([O:16][CH3:17])(=[O:15])[CH:13]=[CH2:14].CC(N=NC(C#N)(C)C)(C#N)C.CC[Al](Cl)CC.CC[Al](Cl)Cl.Cl.CO.